This data is from Forward reaction prediction with 1.9M reactions from USPTO patents (1976-2016). The task is: Predict the product of the given reaction. (1) The product is: [CH3:8][C:2]([S:9]([C:10]1[CH:15]=[CH:14][CH:13]=[C:12]([C:16]([F:17])([F:19])[F:18])[CH:11]=1)(=[O:28])=[O:26])([CH3:1])[C:3]([O:5][CH2:6][CH3:7])=[O:4]. Given the reactants [CH3:1][C:2]([S:9][C:10]1[CH:15]=[CH:14][CH:13]=[C:12]([C:16]([F:19])([F:18])[F:17])[CH:11]=1)([CH3:8])[C:3]([O:5][CH2:6][CH3:7])=[O:4].OOS([O-])=O.[K+].[OH2:26].C[OH:28], predict the reaction product. (2) Given the reactants C1C2C(COC(=O)[NH:17][S:18]([NH:21][CH2:22][CH2:23][NH:24][C:25]3[C:29]([C:30]4[N:34]([C:35]5[CH:40]=[CH:39][C:38]([F:41])=[C:37]([Br:42])[CH:36]=5)C(=O)[O:32][N:31]=4)=[N:28][O:27][N:26]=3)(=[O:20])=[O:19])C3C(=CC=CC=3)C=2C=CC=1.C1COCC1.NCCN(CCN)CCN.Cl, predict the reaction product. The product is: [NH2:17][S:18]([NH:21][CH2:22][CH2:23][NH:24][C:25]1[C:29]([C:30](=[N:31][OH:32])[NH:34][C:35]2[CH:40]=[CH:39][C:38]([F:41])=[C:37]([Br:42])[CH:36]=2)=[N:28][O:27][N:26]=1)(=[O:19])=[O:20]. (3) Given the reactants [C:1]([C:5]1[C:6]([NH2:14])=[N:7][N:8]2[CH:13]=[CH:12][CH:11]=[N:10][C:9]=12)([CH3:4])([CH3:3])[CH3:2].[CH3:15][C:16]([CH3:22])([CH3:21])[CH2:17][C:18](Cl)=[O:19], predict the reaction product. The product is: [C:1]([C:5]1[C:6]([NH:14][C:18](=[O:19])[CH2:17][C:16]([CH3:22])([CH3:21])[CH3:15])=[N:7][N:8]2[CH:13]=[CH:12][CH:11]=[N:10][C:9]=12)([CH3:4])([CH3:2])[CH3:3]. (4) Given the reactants [Br:1][C:2]1[CH:7]=[C:6]([C:8]2[N:9]=[C:10]([CH2:13]S(C3C=CC=CC=3)(=O)=O)[S:11][CH:12]=2)[C:5](=[O:23])[NH:4][C:3]=1[CH3:24].BrCC([C:29]1[C:34](=O)[NH:33][C:32](C)=[C:31](Br)C=1)=O.C1C(C(N)=S)=CC=NC=1.C(Cl)Cl, predict the reaction product. The product is: [Br:1][C:2]1[CH:7]=[C:6]([C:8]2[N:9]=[C:10]([C:13]3[CH:29]=[CH:34][N:33]=[CH:32][CH:31]=3)[S:11][CH:12]=2)[C:5](=[O:23])[NH:4][C:3]=1[CH3:24].